From a dataset of Full USPTO retrosynthesis dataset with 1.9M reactions from patents (1976-2016). Predict the reactants needed to synthesize the given product. (1) Given the product [NH2:11][CH2:10][C:9]1[CH:12]=[CH:13][CH:14]=[CH:15][C:8]=1[N:4]1[CH2:5][CH2:6][CH2:7][CH:2]([OH:1])[CH2:3]1, predict the reactants needed to synthesize it. The reactants are: [OH:1][CH:2]1[CH2:7][CH2:6][CH2:5][N:4]([C:8]2[CH:15]=[CH:14][CH:13]=[CH:12][C:9]=2[C:10]#[N:11])[CH2:3]1. (2) Given the product [BrH:32].[C:28]1([CH3:31])[CH:27]=[CH:26][C:25]([CH2:24][CH2:23][S:20]([C:12]2[CH:11]=[CH:10][C:9]([OH:8])=[C:18]3[C:13]=2[CH:14]=[CH:15][CH:16]=[N:17]3)(=[O:22])=[O:21])=[CH:30][CH:29]=1.[BrH:32], predict the reactants needed to synthesize it. The reactants are: C([O:8][C:9]1[CH:10]=[CH:11][C:12]([S:20]([CH2:23][CH2:24][C:25]2[CH:30]=[CH:29][C:28]([CH3:31])=[CH:27][CH:26]=2)(=[O:22])=[O:21])=[C:13]2[C:18]=1[NH:17][C:16](=O)[CH:15]=[CH:14]2)C1C=CC=CC=1.[BrH:32]. (3) Given the product [F:62][C:31]1[CH:2]=[C:3]([CH:28]=[CH:29][C:30]=1[F:32])[CH2:4][N:5]1[C:10](=[O:11])[CH:9]=[CH:8][C:7]([CH2:12][C:13]2[C:21]3[C:16](=[CH:17][CH:18]=[CH:19][CH:20]=3)[N:15]([CH2:22][C:23]([O:25][CH3:26])=[O:24])[C:14]=2[CH3:27])=[CH:6]1, predict the reactants needed to synthesize it. The reactants are: F[C:2]1[CH:31]=[C:30]([F:32])[CH:29]=[CH:28][C:3]=1[CH2:4][N:5]1[C:10](=[O:11])[CH:9]=[CH:8][C:7]([CH2:12][C:13]2[C:21]3[C:16](=[CH:17][CH:18]=[CH:19][CH:20]=3)[N:15]([CH2:22][C:23]([O:25][CH3:26])=[O:24])[C:14]=2[CH3:27])=[CH:6]1.CC1N(CC(OC)=O)C2C(C=1CC1C=CC(=O)NC=1)=CC=CC=2.C(=O)([O-])[O-].[K+].[K+].[F:62]C1C=C(C=CC=1F)CBr.